From a dataset of Catalyst prediction with 721,799 reactions and 888 catalyst types from USPTO. Predict which catalyst facilitates the given reaction. (1) Product: [Br:65][C:58]1[C:59]([O:61][CH2:62][C:63]#[CH:64])=[N:60][C:55]([NH:54][C:52]2[CH:53]=[C:44]([NH:43][C:17](=[O:19])[C@H:9]([NH:8][C:1]([O:3][C:4]([CH3:5])([CH3:6])[CH3:7])=[O:2])[CH2:10][C:11]3[CH:12]=[CH:13][CH:14]=[CH:15][CH:16]=3)[CH:45]=[C:46]([CH:51]=2)[C:47]([O:49][CH3:50])=[O:48])=[N:56][CH:57]=1. Reactant: [C:1]([NH:8][C@@H:9]([C:17]([OH:19])=O)[CH2:10][C:11]1[CH:16]=[CH:15][CH:14]=[CH:13][CH:12]=1)([O:3][C:4]([CH3:7])([CH3:6])[CH3:5])=[O:2].O.ON1C2C=CC=CC=2N=N1.Cl.CN(C)CCCN=C=NCC.[NH2:43][C:44]1[CH:45]=[C:46]([CH:51]=[C:52]([NH:54][C:55]2[N:60]=[C:59]([O:61][CH2:62][C:63]#[CH:64])[C:58]([Br:65])=[CH:57][N:56]=2)[CH:53]=1)[C:47]([O:49][CH3:50])=[O:48]. The catalyst class is: 39. (2) Reactant: C([O:3][C:4](=O)[CH2:5][N:6]=[C:7]1[NH:11][C@@:10]([CH2:13][C:14]2[CH:19]=[CH:18][C:17]([Br:20])=[CH:16][CH:15]=2)([CH3:12])[C:9](=[O:21])[N:8]1[C:22]1[CH:27]=[C:26]([Cl:28])[CH:25]=[C:24]([Cl:29])[CH:23]=1)C.C1(P(=O)(C2C=CC=CC=2)C2C=CC=CC=2)C=CC=CC=1.C[Al](C)C. Product: [Br:20][C:17]1[CH:16]=[CH:15][C:14]([CH2:13][C@@:10]2([CH3:12])[N:11]3[C:4](=[O:3])[CH2:5][N:6]=[C:7]3[N:8]([C:22]3[CH:23]=[C:24]([Cl:29])[CH:25]=[C:26]([Cl:28])[CH:27]=3)[C:9]2=[O:21])=[CH:19][CH:18]=1. The catalyst class is: 11. (3) Reactant: N1C=CC=CC=1.[Cl:7][C:8]1[CH:9]=[C:10]([CH:15]=[CH:16][C:17]=1[O:18][CH:19]([CH3:21])[CH3:20])/[C:11](=[N:13]/[OH:14])/[NH2:12].Cl[C:23](=O)[C:24]([O:26][CH2:27][CH3:28])=[O:25]. Product: [Cl:7][C:8]1[CH:9]=[C:10]([C:11]2[N:12]=[C:23]([C:24]([O:26][CH2:27][CH3:28])=[O:25])[O:14][N:13]=2)[CH:15]=[CH:16][C:17]=1[O:18][CH:19]([CH3:21])[CH3:20]. The catalyst class is: 279. (4) Reactant: Cl[C:2]1[N:7]=[CH:6][N:5]=[C:4]([N:8]([CH2:16][C:17]2[CH:22]=[CH:21][C:20]([O:23][CH3:24])=[CH:19][CH:18]=2)[CH2:9][CH2:10][CH2:11][C:12]([O:14][CH3:15])=[O:13])[C:3]=1[CH:25]=O.C(=O)([O-])[O-].[Na+].[Na+].[NH2:33][C:34]1[CH:53]=[CH:52][C:37]([O:38][CH:39]2[CH2:44][CH2:43][N:42]([C:45]([O:47][C:48]([CH3:51])([CH3:50])[CH3:49])=[O:46])[CH2:41][CH2:40]2)=[C:36]([Cl:54])[CH:35]=1.C[O-].[Na+].CO.C(=O)(OC)OC. Product: [C:48]([O:47][C:45]([N:42]1[CH2:41][CH2:40][CH:39]([O:38][C:37]2[CH:52]=[CH:53][C:34]([NH:33][C:2]3[C:3]4[CH:25]=[C:11]([C:12]([O:14][CH3:15])=[O:13])[CH2:10][CH2:9][N:8]([CH2:16][C:17]5[CH:18]=[CH:19][C:20]([O:23][CH3:24])=[CH:21][CH:22]=5)[C:4]=4[N:5]=[CH:6][N:7]=3)=[CH:35][C:36]=2[Cl:54])[CH2:44][CH2:43]1)=[O:46])([CH3:51])([CH3:49])[CH3:50]. The catalyst class is: 9. (5) Reactant: [CH3:1][NH:2][C:3]1[C:4]2[CH:18]=[CH:17][NH:16][C:5]=2[N:6]([C@@H]2[C@H](C)CCNC2)[CH2:7][N:8]=1.[C:19]([CH2:21][C:22]([O:24]CC)=O)#[N:20].N12C[CH2:36][CH2:35][N:34]=[C:33]1[CH2:32][CH2:31][CH2:30]CC2.[OH:38][C:39]([C:48]([OH:50])=[O:49])([CH2:44][C:45]([OH:47])=[O:46])[CH2:40][C:41]([OH:43])=[O:42]. Product: [OH:38][C:39]([C:48]([OH:50])=[O:49])([CH2:44][C:45]([OH:47])=[O:46])[CH2:40][C:41]([OH:43])=[O:42].[CH3:30][C@@H:31]1[CH2:32][CH2:33][N:34]([C:22](=[O:24])[CH2:21][C:19]#[N:20])[CH2:35][C@@H:36]1[N:2]([CH3:1])[C:3]1[C:4]2[CH:18]=[CH:17][NH:16][C:5]=2[N:6]=[CH:7][N:8]=1. The catalyst class is: 729. (6) Reactant: [F:1][CH:2]([CH2:16][CH2:17][N:18]1[CH:22]=[C:21]([C:23]([O:25][CH3:26])=[O:24])[N:20]=[N:19]1)[CH2:3][N:4]1[CH:8]=[C:7]([C:9]([O:11]C(C)(C)C)=[O:10])[N:6]=[N:5]1. Product: [F:1][CH:2]([CH2:16][CH2:17][N:18]1[CH:22]=[C:21]([C:23]([O:25][CH3:26])=[O:24])[N:20]=[N:19]1)[CH2:3][N:4]1[CH:8]=[C:7]([C:9]([OH:11])=[O:10])[N:6]=[N:5]1. The catalyst class is: 137. (7) Reactant: [C:1]([O:5][C:6](=[O:21])[CH2:7][CH2:8][NH:9][CH2:10][C:11]([O:13][CH2:14][C:15]1[CH:20]=[CH:19][CH:18]=[CH:17][CH:16]=1)=[O:12])([CH3:4])([CH3:3])[CH3:2].O=C1CCC(=O)N1[O:29][C:30](=O)[CH2:31][CH2:32][CH2:33][CH2:34][CH2:35][CH2:36][CH2:37][CH2:38][CH2:39][CH2:40][CH2:41][CH2:42][CH2:43][CH2:44][CH2:45][CH2:46][C:47]([O:49][C:50]([CH3:53])([CH3:52])[CH3:51])=[O:48].C1C=NC2N(O)N=NC=2C=1.CCN(C(C)C)C(C)C. Product: [C:50]([O:49][C:47](=[O:48])[CH2:46][CH2:45][CH2:44][CH2:43][CH2:42][CH2:41][CH2:40][CH2:39][CH2:38][CH2:37][CH2:36][CH2:35][CH2:34][CH2:33][CH2:32][CH2:31][C:30](=[O:29])[N:9]([CH2:10][C:11]([O:13][CH2:14][C:15]1[CH:16]=[CH:17][CH:18]=[CH:19][CH:20]=1)=[O:12])[CH2:8][CH2:7][C:6]([O:5][C:1]([CH3:4])([CH3:2])[CH3:3])=[O:21])([CH3:53])([CH3:51])[CH3:52]. The catalyst class is: 3. (8) The catalyst class is: 1. Product: [CH3:31][C:2]([CH3:1])([CH3:32])[C:3]#[C:4][C:5]1[S:9][CH:8]=[C:7]([N:10]([CH:21]2[CH2:22][CH2:23][C:24](=[O:25])[CH2:29][CH2:30]2)[C:11]([C@@H:13]2[C@@H:18]([CH3:19])[CH2:17][C:16]([CH3:20])=[CH:15][CH2:14]2)=[O:12])[CH:6]=1. Reactant: [CH3:1][C:2]([CH3:32])([CH3:31])[C:3]#[C:4][C:5]1[S:9][CH:8]=[C:7]([N:10]([CH:21]2[CH2:30][CH2:29][C:24]3(OCC[O:25]3)[CH2:23][CH2:22]2)[C:11]([C@@H:13]2[C@@H:18]([CH3:19])[CH2:17][C:16]([CH3:20])=[CH:15][CH2:14]2)=[O:12])[CH:6]=1.Cl. (9) Reactant: [CH2:1]([O:8][C:9]([NH:11][CH2:12][C:13]([OH:15])=O)=[O:10])[C:2]1[CH:7]=[CH:6][CH:5]=[CH:4][CH:3]=1.O.O[N:18]1[C:22]2[CH:23]=[CH:24][CH:25]=[CH:26][C:21]=2N=N1.C1(N)CCCCC1.Cl.CN(C)CCCN=C=NCC. Product: [CH2:1]([O:8][C:9](=[O:10])[NH:11][CH2:12][C:13](=[O:15])[NH:18][CH:22]1[CH2:23][CH2:24][CH2:25][CH2:26][CH2:21]1)[C:2]1[CH:3]=[CH:4][CH:5]=[CH:6][CH:7]=1. The catalyst class is: 9.